Dataset: Reaction yield outcomes from USPTO patents with 853,638 reactions. Task: Predict the reaction yield, written as a fraction of the theoretical maximum amount of product (1.0 means a 100% yield; for example, 0.34 means a 34% yield). (1) The yield is 0.780. The reactants are C(Cl)(=O)C(Cl)=O.CS(C)=O.[Cl:11][C:12]1[CH:13]=[C:14]([CH2:21][OH:22])[C:15]([CH2:19][OH:20])=[CH:16][C:17]=1[Cl:18].C(N(CC)CC)C. The product is [Cl:11][C:12]1[CH:13]=[C:14]([CH:21]=[O:22])[C:15]([CH:19]=[O:20])=[CH:16][C:17]=1[Cl:18]. The catalyst is C(Cl)Cl.C(Cl)Cl.CS(C)=O. (2) The reactants are Br[C:2]1[CH:7]=[CH:6][C:5]([CH:8]([CH3:26])[C:9]([C:15]2[CH:16]=[CH:17][C:18]3[O:22][C:21](=[O:23])[N:20]([CH3:24])[C:19]=3[CH:25]=2)([OH:14])[C:10]([F:13])([F:12])[F:11])=[C:4]([Cl:27])[CH:3]=1.[F:28][C:29]1[CH:30]=[C:31](B(O)O)[CH:32]=[CH:33][C:34]=1[C:35]([O:37][CH3:38])=[O:36].C([O-])([O-])=O.[Na+].[Na+]. The catalyst is O1CCOCC1.O. The product is [CH3:38][O:37][C:35]([C:34]1[CH:33]=[CH:32][C:31]([C:2]2[CH:7]=[CH:6][C:5]([CH:8]([CH3:26])[C:9]([OH:14])([C:15]3[CH:16]=[CH:17][C:18]4[O:22][C:21](=[O:23])[N:20]([CH3:24])[C:19]=4[CH:25]=3)[C:10]([F:11])([F:13])[F:12])=[C:4]([Cl:27])[CH:3]=2)=[CH:30][C:29]=1[F:28])=[O:36]. The yield is 0.760.